Task: Regression. Given two drug SMILES strings and cell line genomic features, predict the synergy score measuring deviation from expected non-interaction effect.. Dataset: NCI-60 drug combinations with 297,098 pairs across 59 cell lines (1) Drug 1: C1=NC2=C(N1)C(=S)N=C(N2)N. Drug 2: CC1=C(N=C(N=C1N)C(CC(=O)N)NCC(C(=O)N)N)C(=O)NC(C(C2=CN=CN2)OC3C(C(C(C(O3)CO)O)O)OC4C(C(C(C(O4)CO)O)OC(=O)N)O)C(=O)NC(C)C(C(C)C(=O)NC(C(C)O)C(=O)NCCC5=NC(=CS5)C6=NC(=CS6)C(=O)NCCC[S+](C)C)O. Cell line: LOX IMVI. Synergy scores: CSS=43.7, Synergy_ZIP=0.0651, Synergy_Bliss=-0.756, Synergy_Loewe=-1.03, Synergy_HSA=0.308. (2) Drug 1: CNC(=O)C1=NC=CC(=C1)OC2=CC=C(C=C2)NC(=O)NC3=CC(=C(C=C3)Cl)C(F)(F)F. Drug 2: C1C(C(OC1N2C=NC3=C2NC=NCC3O)CO)O. Cell line: UO-31. Synergy scores: CSS=-5.55, Synergy_ZIP=3.88, Synergy_Bliss=2.02, Synergy_Loewe=-5.53, Synergy_HSA=-5.15.